From a dataset of Peptide-MHC class I binding affinity with 185,985 pairs from IEDB/IMGT. Regression. Given a peptide amino acid sequence and an MHC pseudo amino acid sequence, predict their binding affinity value. This is MHC class I binding data. (1) The peptide sequence is EWFRNVLSI. The MHC is HLA-A23:01 with pseudo-sequence HLA-A23:01. The binding affinity (normalized) is 0.308. (2) The peptide sequence is AKYEICLEK. The MHC is HLA-B18:01 with pseudo-sequence HLA-B18:01. The binding affinity (normalized) is 0.0847.